The task is: Binary Classification. Given a miRNA mature sequence and a target amino acid sequence, predict their likelihood of interaction.. This data is from Experimentally validated miRNA-target interactions with 360,000+ pairs, plus equal number of negative samples. (1) The protein sequence of the target gene is MRTKAAGCAERRPLQPRTEAAAAPAGRAMPSEYTYVKLRSDCSRPSLQWYTRAQSKMRRPSLLLKDILKCTLLVFGVWILYILKLNYTTEECDMKKMHYVDPDHVKRAQKYAQQVLQKECRPKFAKTSMALLFEHRYSVDLLPFVQKAPKDSEAESKYDPPFGFRKFSSKVQTLLELLPEHDLPEHLKAKTCRRCVVIGSGGILHGLELGHTLNQFDVVIRLNSAPVEGYSEHVGNKTTIRMTYPEGAPLSDLEYYSNDLFVAVLFKSVDFNWLQAMVKKETLPFWVRLFFWKQVAEKIP.... The miRNA is hsa-miR-4468 with sequence AGAGCAGAAGGAUGAGAU. Result: 1 (interaction). (2) The miRNA is hsa-miR-6784-3p with sequence UCUCACCCCAACUCUGCCCCAG. The protein sequence of the target gene is MDMFSLDMIISDPAAEASRAGKKQLRGVQNPCPSARARPRHKSLNIKDKISEWEGKKEVPTPAPSRRADGQEDYLPSSTVERRSSDGVRTQVTEAKNGMRPGTESTEKERNKGAVNVGGQDPEPGQDLSQPEREVDPSWGRGREPRLGKLRFQNDPLSVLKQVKKLEQALKDGSAGLDPQLPGTCYSPHCPPDKAEAGSTLPENLGGGSGSEVSQRVHPSDLEGREPTPELVEDRKGSCRRPWDRSLENVYRGSEGSPTKPFINPLPKPRRTFKHAGEGDKDGKPGIGFRKEKRNLPPLP.... Result: 0 (no interaction).